From a dataset of Forward reaction prediction with 1.9M reactions from USPTO patents (1976-2016). Predict the product of the given reaction. Given the reactants [F:1][C:2]1[CH:10]=[CH:9][C:8]([CH:11]2[C:24]3[CH:23]=[CH:22][C:21]4[C:16](=[N:17][CH:18]=[CH:19][CH:20]=4)[C:15]=3[NH:14][S:13](=[O:26])(=[O:25])[N:12]2[CH3:27])=[CH:7][C:3]=1[C:4](O)=[O:5].CN(C(ON1N=NC2C=CC=CC1=2)=[N+](C)C)C.[B-](F)(F)(F)F.[CH3:50][N:51]([CH3:55])[CH2:52][CH2:53][NH2:54].CCN(C(C)C)C(C)C, predict the reaction product. The product is: [CH3:50][N:51]([CH3:55])[CH2:52][CH2:53][NH:54][C:4](=[O:5])[C:3]1[CH:7]=[C:8]([CH:11]2[C:24]3[CH:23]=[CH:22][C:21]4[C:16](=[N:17][CH:18]=[CH:19][CH:20]=4)[C:15]=3[NH:14][S:13](=[O:26])(=[O:25])[N:12]2[CH3:27])[CH:9]=[CH:10][C:2]=1[F:1].